From a dataset of Reaction yield outcomes from USPTO patents with 853,638 reactions. Predict the reaction yield, written as a fraction of the theoretical maximum amount of product (1.0 means a 100% yield; for example, 0.34 means a 34% yield). (1) The yield is 0.690. The catalyst is COCCOC. The product is [CH:3]1([CH2:9][C:10]#[C:11][Si:12]([CH:19]([CH3:21])[CH3:20])([CH:16]([CH3:18])[CH3:17])[CH:13]([CH3:15])[CH3:14])[CH2:8][CH2:7][CH2:6][CH2:5][CH2:4]1. The reactants are [OH-].[K+].[CH:3]1([C:9]#[C:10][CH3:11])[CH2:8][CH2:7][CH2:6][CH2:5][CH2:4]1.[SiH:12]([CH:19]([CH3:21])[CH3:20])([CH:16]([CH3:18])[CH3:17])[CH:13]([CH3:15])[CH3:14]. (2) The reactants are [NH:1]1[CH:5]=[CH:4][CH:3]=[N:2]1.[O:6]1[CH:11]=[CH:10][CH2:9][CH2:8][CH2:7]1.FC(F)(F)C(O)=O.[H-].[Na+]. No catalyst specified. The product is [O:6]1[CH2:11][CH2:10][CH2:9][CH2:8][CH:7]1[N:1]1[CH:5]=[CH:4][CH:3]=[N:2]1. The yield is 0.960. (3) The reactants are [C:1]([C:3]1[CH:4]=[C:5]([CH2:9][N:10]2[C:15](=[O:16])[C:14]([C:17](OCC)=[O:18])=[C:13]([OH:22])[C:12]([CH:23]([CH3:25])[CH3:24])=[N:11]2)[CH:6]=[CH:7][CH:8]=1)#[N:2].[H-].[Na+].BrCC1C=CC=C(C#[N:37])C=1.Cl.CC[O:41][C:42]([CH3:44])=[O:43]. The catalyst is CN(C)C=O.O. The product is [C:1]([C:3]1[CH:4]=[C:5]([CH2:9][N:10]2[C:15](=[O:16])[C:14]([C:17]([NH:37][CH2:44][C:42]([OH:41])=[O:43])=[O:18])=[C:13]([OH:22])[C:12]([CH:23]([CH3:24])[CH3:25])=[N:11]2)[CH:6]=[CH:7][CH:8]=1)#[N:2]. The yield is 0.520. (4) The reactants are [OH:1][C@:2]1([C:14]2[S:15][C:16]([C:19]3[CH:24]=[C:23]([NH:25][C:26]4[N:31]=[C:30]([C:32]([F:35])([F:34])[F:33])[CH:29]=[CH:28][N:27]=4)[CH:22]=[C:21]([CH2:36]OS(C)(=O)=O)[CH:20]=3)=[CH:17][N:18]=2)[CH2:7][CH2:6][C@H:5]([C:8]([O:10][CH3:11])=[O:9])[C:4]([CH3:13])([CH3:12])[CH2:3]1.[N-:42]=[N+:43]=[N-:44].[Na+]. The catalyst is CN1C(=O)CCC1. The product is [N:42]([CH2:36][C:21]1[CH:20]=[C:19]([C:16]2[S:15][C:14]([C@@:2]3([OH:1])[CH2:7][CH2:6][C@H:5]([C:8]([O:10][CH3:11])=[O:9])[C:4]([CH3:12])([CH3:13])[CH2:3]3)=[N:18][CH:17]=2)[CH:24]=[C:23]([NH:25][C:26]2[N:31]=[C:30]([C:32]([F:35])([F:34])[F:33])[CH:29]=[CH:28][N:27]=2)[CH:22]=1)=[N+:43]=[N-:44]. The yield is 0.960.